From a dataset of Forward reaction prediction with 1.9M reactions from USPTO patents (1976-2016). Predict the product of the given reaction. (1) Given the reactants [C:1]([O:5][C:6](=[O:9])[CH2:7]Br)([CH3:4])(C)C.[C:10]12(O)[CH2:19][CH:14]3[CH2:15][CH:16]([CH2:18][CH:12]([CH2:13]3)[CH2:11]1)[CH2:17]2.[OH2:21].[C:22]1([CH3:28])C=CC=CC=1, predict the reaction product. The product is: [CH2:1]([O:5][C:6](=[O:9])[CH:7]([C:10]12[CH2:19][CH:14]3[CH2:15][CH:16]([CH2:18][CH:12]([CH2:13]3)[CH2:11]1)[CH2:17]2)[OH:21])[CH2:4][CH2:22][CH3:28]. (2) Given the reactants [S:1]1[C:9]2[C:4](=[N:5][C:6]([C:10]([O:12][CH3:13])=[O:11])=[CH:7][CH:8]=2)[CH:3]=[CH:2]1.BrBr.[Br:16]N1C(=O)CCC1=O.[O-]S([O-])(=S)=O.[Na+].[Na+], predict the reaction product. The product is: [Br:16][C:3]1[C:4]2=[N:5][C:6]([C:10]([O:12][CH3:13])=[O:11])=[CH:7][CH:8]=[C:9]2[S:1][CH:2]=1. (3) Given the reactants C[O:2][C:3](=[O:19])[C:4]1[CH:9]=[C:8]([N:10]2[CH:14]=[N:13][N:12]=[C:11]2[S:15][CH3:16])[CH:7]=[CH:6][C:5]=1[O:17][CH3:18].[OH-].[Li+].O, predict the reaction product. The product is: [CH3:18][O:17][C:5]1[CH:6]=[CH:7][C:8]([N:10]2[CH:14]=[N:13][N:12]=[C:11]2[S:15][CH3:16])=[CH:9][C:4]=1[C:3]([OH:19])=[O:2]. (4) Given the reactants [N:1]([C:4]12[CH2:13][CH:8]3[CH2:9][CH:10]([CH2:12][CH:6]([CH2:7]3)[CH2:5]1)[CH2:11]2)=[N+:2]=[N-:3].[Cl:14][C:15]1[CH:20]=[CH:19][C:18]([Cl:21])=[CH:17][C:16]=1[S:22][CH2:23][C:24]#[CH:25].O=C1O[C@H]([C@H](CO)O)C([O-])=C1O.[Na+], predict the reaction product. The product is: [C:4]12([N:1]3[CH:25]=[C:24]([CH2:23][S:22][C:16]4[CH:17]=[C:18]([Cl:21])[CH:19]=[CH:20][C:15]=4[Cl:14])[N:3]=[N:2]3)[CH2:5][CH:6]3[CH2:12][CH:10]([CH2:9][CH:8]([CH2:7]3)[CH2:13]1)[CH2:11]2. (5) Given the reactants [CH3:1][C:2]([CH3:25])([CH3:24])[CH:3]([OH:23])[CH2:4][N:5]1[C:9]2[CH:10]=[CH:11][CH:12]=[CH:13][C:8]=2[N:7]=[C:6]1[C:14]1[CH:19]=[CH:18][CH:17]=[CH:16][C:15]=1[N+]([O-])=O.[H-].[Na+], predict the reaction product. The product is: [C:2]([CH:3]1[CH2:4][N:5]2[C:6](=[N:7][C:8]3[CH:13]=[CH:12][CH:11]=[CH:10][C:9]=32)[C:14]2[CH:19]=[CH:18][CH:17]=[CH:16][C:15]=2[O:23]1)([CH3:25])([CH3:24])[CH3:1]. (6) Given the reactants [CH2:1]([O:8][C@@H:9]1[C@@H:14]([O:15][CH2:16][C:17]2[CH:22]=[CH:21][CH:20]=[CH:19][CH:18]=2)[C@H:13]([O:23][CH2:24][C:25]2[CH:30]=[CH:29][CH:28]=[CH:27][CH:26]=2)[C@@H:12]([CH2:31][O:32][CH2:33][C:34]2[CH:39]=[CH:38][CH:37]=[CH:36][CH:35]=2)[O:11][C@H:10]1[C:40]1[C:48]2[C:43](=[C:44]([CH3:49])[CH:45]=[CH:46][CH:47]=2)[N:42]([CH2:50][C:51]2[CH:56]=[CH:55][C:54](/[CH:57]=[CH:58]/[CH2:59][C:60]([OH:62])=[O:61])=[CH:53][CH:52]=2)[CH:41]=1)[C:2]1[CH:7]=[CH:6][CH:5]=[CH:4][CH:3]=1.[CH2:63]([O:70][CH2:71][CH2:72]O)[C:64]1[CH:69]=[CH:68][CH:67]=[CH:66][CH:65]=1.C1(N=C=NC2CCCCC2)CCCCC1, predict the reaction product. The product is: [CH2:1]([O:8][C@@H:9]1[C@@H:14]([O:15][CH2:16][C:17]2[CH:22]=[CH:21][CH:20]=[CH:19][CH:18]=2)[C@H:13]([O:23][CH2:24][C:25]2[CH:30]=[CH:29][CH:28]=[CH:27][CH:26]=2)[C@@H:12]([CH2:31][O:32][CH2:33][C:34]2[CH:39]=[CH:38][CH:37]=[CH:36][CH:35]=2)[O:11][C@H:10]1[C:40]1[C:48]2[C:43](=[C:44]([CH3:49])[CH:45]=[CH:46][CH:47]=2)[N:42]([CH2:50][C:51]2[CH:56]=[CH:55][C:54](/[CH:57]=[CH:58]/[CH2:59][C:60]([O:62][CH2:72][CH2:71][O:70][CH2:63][C:64]3[CH:69]=[CH:68][CH:67]=[CH:66][CH:65]=3)=[O:61])=[CH:53][CH:52]=2)[CH:41]=1)[C:2]1[CH:3]=[CH:4][CH:5]=[CH:6][CH:7]=1.